Dataset: Forward reaction prediction with 1.9M reactions from USPTO patents (1976-2016). Task: Predict the product of the given reaction. (1) Given the reactants Br[C:2]1[NH:20][C:5]2[N:6]=[CH:7][N:8]=[C:9]([NH:10][C:11]3[CH:12]=[C:13]4[C:17](=[CH:18][CH:19]=3)[NH:16][N:15]=[CH:14]4)[C:4]=2[CH:3]=1.CC1(C)C(C)(C)OB(/[CH:29]=[CH:30]/[C:31]2[CH:36]=[CH:35][CH:34]=[CH:33][CH:32]=2)O1, predict the reaction product. The product is: [NH:16]1[C:17]2[C:13](=[CH:12][C:11]([NH:10][C:9]3[C:4]4[CH:3]=[C:2](/[CH:29]=[CH:30]/[C:31]5[CH:36]=[CH:35][CH:34]=[CH:33][CH:32]=5)[NH:20][C:5]=4[N:6]=[CH:7][N:8]=3)=[CH:19][CH:18]=2)[CH:14]=[N:15]1. (2) The product is: [Cl:1][C:2]1[C:7]([NH:8][C:16]([CH:10]2[CH2:15][CH2:14][CH2:13][CH2:12][CH2:11]2)=[O:17])=[C:6]([Cl:9])[N:5]=[CH:4][N:3]=1. Given the reactants [Cl:1][C:2]1[C:7]([NH2:8])=[C:6]([Cl:9])[N:5]=[CH:4][N:3]=1.[CH:10]1([C:16](Cl)=[O:17])[CH2:15][CH2:14][CH2:13][CH2:12][CH2:11]1, predict the reaction product. (3) Given the reactants [C:1]([O:5][C:6](=[O:17])[NH:7][C:8]1[CH:13]=[C:12]([CH3:14])[C:11]([Cl:15])=[CH:10][C:9]=1[NH2:16])([CH3:4])([CH3:3])[CH3:2].C([O:22][C:23](=O)[CH2:24][C:25](=[O:38])[C:26]1[CH:31]=[CH:30][CH:29]=[C:28]([C:32]2[CH:33]=[N:34][CH:35]=[CH:36][CH:37]=2)[CH:27]=1)(C)(C)C, predict the reaction product. The product is: [C:1]([O:5][C:6](=[O:17])[NH:7][C:8]1[CH:13]=[C:12]([CH3:14])[C:11]([Cl:15])=[CH:10][C:9]=1[NH:16][C:23](=[O:22])[CH2:24][C:25](=[O:38])[C:26]1[CH:31]=[CH:30][CH:29]=[C:28]([C:32]2[CH:33]=[N:34][CH:35]=[CH:36][CH:37]=2)[CH:27]=1)([CH3:4])([CH3:2])[CH3:3].